From a dataset of Reaction yield outcomes from USPTO patents with 853,638 reactions. Predict the reaction yield, written as a fraction of the theoretical maximum amount of product (1.0 means a 100% yield; for example, 0.34 means a 34% yield). (1) The reactants are [F:1][C:2]1[CH:3]=[C:4]([C:8]2[C:17]3[C:12](=[CH:13][C:14]([O:18][CH3:19])=[CH:15][CH:16]=3)[C:11](=[O:20])[NH:10][N:9]=2)[CH:5]=[CH:6][CH:7]=1.[Li+].C[Si]([N-][Si](C)(C)C)(C)C.Br[CH2:32][C:33]([N:35]([CH3:46])[C:36]1[CH:45]=[CH:44][C:39]2[N:40]=[C:41]([CH3:43])[O:42][C:38]=2[CH:37]=1)=[O:34]. The catalyst is C1COCC1.O. The product is [F:1][C:2]1[CH:3]=[C:4]([C:8]2[C:17]3[C:12](=[CH:13][C:14]([O:18][CH3:19])=[CH:15][CH:16]=3)[C:11](=[O:20])[N:10]([CH2:32][C:33]([N:35]([CH3:46])[C:36]3[CH:45]=[CH:44][C:39]4[N:40]=[C:41]([CH3:43])[O:42][C:38]=4[CH:37]=3)=[O:34])[N:9]=2)[CH:5]=[CH:6][CH:7]=1. The yield is 0.740. (2) The reactants are [CH3:1][N:2]1[CH:6]=[C:5]([C:7]2[N:12]=[C:11]3[N:13]([CH2:16][C@@H:17]4[CH2:22][N:21]([C:23]5[N:28]=[CH:27][C:26]([C:29]6[CH:34]=[CH:33][C:32]([C:35]([N:37]7[CH2:42][CH2:41][N:40]([CH3:43])[CH2:39][CH2:38]7)=[O:36])=[CH:31][CH:30]=6)=[CH:25][N:24]=5)[CH2:20][CH2:19][O:18]4)[N:14]=[N:15][C:10]3=[N:9][CH:8]=2)[CH:4]=[N:3]1.[ClH:44]. The catalyst is C(Cl)Cl.O1CCOCC1. The product is [ClH:44].[CH3:1][N:2]1[CH:6]=[C:5]([C:7]2[N:12]=[C:11]3[N:13]([CH2:16][C@@H:17]4[CH2:22][N:21]([C:23]5[N:24]=[CH:25][C:26]([C:29]6[CH:30]=[CH:31][C:32]([C:35]([N:37]7[CH2:42][CH2:41][N:40]([CH3:43])[CH2:39][CH2:38]7)=[O:36])=[CH:33][CH:34]=6)=[CH:27][N:28]=5)[CH2:20][CH2:19][O:18]4)[N:14]=[N:15][C:10]3=[N:9][CH:8]=2)[CH:4]=[N:3]1. The yield is 0.900.